Predict the reactants needed to synthesize the given product. From a dataset of Full USPTO retrosynthesis dataset with 1.9M reactions from patents (1976-2016). (1) Given the product [CH2:11]([O:13][C:14](=[O:18])[CH2:15][CH2:16][NH:17][S:7]([C:1]1[CH:6]=[CH:5][CH:4]=[CH:3][CH:2]=1)(=[O:9])=[O:8])[CH3:12], predict the reactants needed to synthesize it. The reactants are: [C:1]1([S:7](Cl)(=[O:9])=[O:8])[CH:6]=[CH:5][CH:4]=[CH:3][CH:2]=1.[CH2:11]([O:13][C:14](=[O:18])[CH2:15][CH2:16][NH2:17])[CH3:12].C(OCC)(=O)C. (2) Given the product [CH3:20][C:17]1[CH:16]=[N:1][C:2]2[C:15]([CH:18]=1)=[C:14]1[CH:13]=[CH:12][CH:11]=[CH:10][C:9]1=[C:8]1[CH:7]=[CH:6][CH:5]=[CH:4][C:3]=21, predict the reactants needed to synthesize it. The reactants are: [NH2:1][C:2]1[C:3]2[C:8]([C:9]3[CH:10]=[CH:11][CH:12]=[CH:13][C:14]=3[CH:15]=1)=[CH:7][CH:6]=[CH:5][CH:4]=2.[CH3:16][C:17](=[CH2:20])[CH:18]=O.[OH-].[Na+]. (3) Given the product [CH3:1][N:2]1[C:10]2[C:5](=[CH:6][CH:7]=[C:8]([N:11]3[CH2:22][C:23]4[C:24](=[CH:30][CH:31]=[CH:32][C:33]=4[N+:34]([O-:36])=[O:35])[C:25]3=[O:26])[CH:9]=2)[CH:4]=[CH:3]1, predict the reactants needed to synthesize it. The reactants are: [CH3:1][N:2]1[C:10]2[C:5](=[CH:6][CH:7]=[C:8]([NH2:11])[CH:9]=2)[CH:4]=[CH:3]1.C(N(CC)C(C)C)(C)C.Br[CH2:22][C:23]1[C:33]([N+:34]([O-:36])=[O:35])=[CH:32][CH:31]=[CH:30][C:24]=1[C:25](OCC)=[O:26].O[Li].O. (4) Given the product [Cl:1][C:2]1[CH:7]=[CH:6][C:5]([Cl:8])=[CH:4][C:3]=1[C:9]1[N:10]=[C:11]2[CH:16]=[CH:15][CH:14]=[N:13][N:12]2[C:17]=1[C:18]([OH:20])=[O:19], predict the reactants needed to synthesize it. The reactants are: [Cl:1][C:2]1[CH:7]=[CH:6][C:5]([Cl:8])=[CH:4][C:3]=1[C:9]1[N:10]=[C:11]2[CH:16]=[CH:15][CH:14]=[N:13][N:12]2[C:17]=1[C:18]([O:20]CC)=[O:19].[Li+].[OH-].